This data is from Full USPTO retrosynthesis dataset with 1.9M reactions from patents (1976-2016). The task is: Predict the reactants needed to synthesize the given product. (1) Given the product [NH2:1][C:2]1[N:7]=[C:6]([C:8]2[O:9][CH:10]=[CH:11][CH:12]=2)[C:5]([C:13]#[N:14])=[C:4]([O:19][CH2:20][CH2:21][N:22]2[CH2:27][CH2:26][CH2:25][CH2:24][CH2:23]2)[N:3]=1, predict the reactants needed to synthesize it. The reactants are: [NH2:1][C:2]1[N:7]=[C:6]([C:8]2[O:9][CH:10]=[CH:11][CH:12]=2)[C:5]([C:13]#[N:14])=[C:4](S(C)(=O)=O)[N:3]=1.[OH:19][CH2:20][CH2:21][N:22]1[CH2:27][CH2:26][CH2:25][CH2:24][CH2:23]1.C1CCN2C(=NCCC2)CC1. (2) Given the product [CH3:30][C:25]1[C:24]2[C:20]([CH2:19][N:10]3[C:11]4[CH:18]=[CH:17][CH:16]=[N:15][C:12]=4[C:13](=[O:14])[N:8]([C@@H:5]([CH2:6][CH3:7])[CH2:4][C:3]([OH:32])=[O:2])[C:9]3=[O:31])=[N:21][S:22][C:23]=2[CH:28]=[C:27]([CH3:29])[CH:26]=1, predict the reactants needed to synthesize it. The reactants are: C[O:2][C:3](=[O:32])[CH2:4][C@@H:5]([N:8]1[C:13](=[O:14])[C:12]2[N:15]=[CH:16][CH:17]=[CH:18][C:11]=2[N:10]([CH2:19][C:20]2[C:24]3[C:25]([CH3:30])=[CH:26][C:27]([CH3:29])=[CH:28][C:23]=3[S:22][N:21]=2)[C:9]1=[O:31])[CH2:6][CH3:7].[OH-].[Li+].C(O)(=O)C.O. (3) Given the product [ClH:1].[Cl:1][C:2]1[CH:3]=[C:4]([C@@:9]2([CH2:23][O:24][CH2:26][CH2:27][OH:28])[O:15][CH2:14][CH2:13][NH:12][CH2:11][CH2:10]2)[CH:5]=[CH:6][C:7]=1[Cl:8], predict the reactants needed to synthesize it. The reactants are: [Cl:1][C:2]1[CH:3]=[C:4]([C@@:9]2([CH2:23][OH:24])[O:15][CH2:14][CH2:13][N:12](C(OC(C)(C)C)=O)[CH2:11][CH2:10]2)[CH:5]=[CH:6][C:7]=1[Cl:8].Br[CH2:26][CH2:27][O:28][Si](C(C)(C)C)(C)C. (4) Given the product [O:28]1[CH2:29][C:25]2([C:24]3[C:19](=[N:20][CH:21]=[CH:22][CH:23]=3)[O:18][C:15]3[C:14]2=[CH:13][CH:12]=[CH:17][CH:16]=3)[N:26]=[C:27]1[NH2:30], predict the reactants needed to synthesize it. The reactants are: C([O-])(=O)C.[K+].FC(F)(F)S(O[C:12]1[CH:13]=[C:14]2[C@@:25]3([CH2:29][O:28][C:27]([NH2:30])=[N:26]3)[C:24]3[C:19](=[N:20][CH:21]=[C:22](C#CC4(C)COC4)[CH:23]=3)[O:18][C:15]2=[CH:16][CH:17]=1)(=O)=O.B1(B2OC(C)(C)C(C)(C)O2)OC(C)(C)C(C)(C)O1.BrC1C=NC=CC=1F.C(=O)([O-])[O-].[K+].[K+]. (5) Given the product [Cl:22][C:23]1[CH:24]=[CH:25][C:26]([CH2:27][CH2:28][NH:29][C:30]([C:31]2[CH:32]=[CH:33][C:34]([O:1][C:2]3[CH:3]=[CH:4][C:5]([CH2:8][C:9]([O:11][C:12]([CH3:15])([CH3:14])[CH3:13])=[O:10])=[CH:6][CH:7]=3)=[CH:35][CH:36]=2)=[O:38])=[CH:39][CH:40]=1, predict the reactants needed to synthesize it. The reactants are: [OH:1][C:2]1[CH:7]=[CH:6][C:5]([CH2:8][C:9]([O:11][C:12]([CH3:15])([CH3:14])[CH3:13])=[O:10])=[CH:4][CH:3]=1.C([O-])([O-])=O.[K+].[K+].[Cl:22][C:23]1[CH:40]=[CH:39][C:26]([CH2:27][CH2:28][NH:29][C:30](=[O:38])[C:31]2[CH:36]=[CH:35][C:34](F)=[CH:33][CH:32]=2)=[CH:25][CH:24]=1. (6) Given the product [C:14]([C:2]1[CH:12]=[C:11]([F:13])[C:5]2[O:6][CH2:7][C:8](=[O:10])[NH:9][C:4]=2[CH:3]=1)(=[O:16])[CH3:15], predict the reactants needed to synthesize it. The reactants are: Br[C:2]1[CH:12]=[C:11]([F:13])[C:5]2[O:6][CH2:7][C:8](=[O:10])[NH:9][C:4]=2[CH:3]=1.[CH:14]([O:16]CCCCO)=[CH2:15].C([O-])([O-])=O.[K+].[K+].Cl.